From a dataset of Reaction yield outcomes from USPTO patents with 853,638 reactions. Predict the reaction yield, written as a fraction of the theoretical maximum amount of product (1.0 means a 100% yield; for example, 0.34 means a 34% yield). (1) The reactants are [Cl:1][C:2]1[CH:10]=[C:9]([Cl:11])[C:5]([C:6]([OH:8])=[O:7])=[C:4]([N+:12]([O-:14])=[O:13])[C:3]=1[OH:15].[C:16]([O-])([O-])=O.[K+].[K+].IC.Cl. The catalyst is CN(C=O)C.O. The product is [Cl:1][C:2]1[CH:10]=[C:9]([Cl:11])[C:5]([C:6]([OH:8])=[O:7])=[C:4]([N+:12]([O-:14])=[O:13])[C:3]=1[O:15][CH3:16]. The yield is 0.880. (2) The reactants are [S:1]=[C:2]1[NH:6][C@H:5]([C:7]([O:9][C:10]([CH3:13])([CH3:12])[CH3:11])=[O:8])[CH2:4][CH2:3]1.[CH2:14]1COCC1. No catalyst specified. The product is [CH3:14][S:1][C:2]1[CH2:3][CH2:4][C@@H:5]([C:7]([O:9][C:10]([CH3:13])([CH3:12])[CH3:11])=[O:8])[N:6]=1. The yield is 0.910. (3) The reactants are [CH2:1]([C@H:8]([NH:39]C(=O)OC(C)(C)C)[C@@H:9]([OH:38])[CH2:10][C@@H:11]([NH:25][C:26](=[O:37])[C@@H:27]([NH:32][C:33]([O:35][CH3:36])=[O:34])[C:28]([CH3:31])([CH3:30])[CH3:29])[CH2:12][C:13]1[CH:18]=[CH:17][C:16]([C:19]2[CH:24]=[CH:23][CH:22]=[CH:21][N:20]=2)=[CH:15][CH:14]=1)[C:2]1[CH:7]=[CH:6][CH:5]=[CH:4][CH:3]=1.C(O)(C(F)(F)F)=O.C(Cl)Cl. No catalyst specified. The product is [NH2:39][C@@H:8]([CH2:1][C:2]1[CH:3]=[CH:4][CH:5]=[CH:6][CH:7]=1)[C@@H:9]([OH:38])[CH2:10][C@@H:11]([NH:25][C:26](=[O:37])[C@@H:27]([NH:32][C:33](=[O:34])[O:35][CH3:36])[C:28]([CH3:30])([CH3:31])[CH3:29])[CH2:12][C:13]1[CH:18]=[CH:17][C:16]([C:19]2[CH:24]=[CH:23][CH:22]=[CH:21][N:20]=2)=[CH:15][CH:14]=1. The yield is 0.903. (4) The reactants are [NH2:1][C:2]1[CH:7]=[CH:6][C:5]([O:8][CH3:9])=[CH:4][C:3]=1[S:10]([NH2:13])(=[O:12])=[O:11].[Cl:14][C:15]1[CH:20]=[CH:19][C:18]([CH2:21][CH2:22][S:23](Cl)(=[O:25])=[O:24])=[CH:17][CH:16]=1. The catalyst is N1C=CC=CC=1. The product is [Cl:14][C:15]1[CH:16]=[CH:17][C:18]([CH2:21][CH2:22][S:23]([NH:1][C:2]2[CH:7]=[CH:6][C:5]([O:8][CH3:9])=[CH:4][C:3]=2[S:10]([NH2:13])(=[O:11])=[O:12])(=[O:25])=[O:24])=[CH:19][CH:20]=1. The yield is 0.880. (5) The reactants are [NH:1]1[C:9]2[C:4](=[CH:5][C:6]([CH2:10][CH:11]([NH:20][C:21]([N:23]3[CH2:28][CH2:27][CH:26]([N:29]4[CH2:38][C:37]5[C:32](=[CH:33][CH:34]=[CH:35][CH:36]=5)[NH:31][C:30]4=[O:39])[CH2:25][CH2:24]3)=[O:22])[C:12](=[O:19])[N:13]3[CH2:18][CH2:17][NH:16][CH2:15][CH2:14]3)=[CH:7][CH:8]=2)[CH:3]=[N:2]1.[CH3:40][CH:41]([CH2:44][CH3:45])[CH:42]=O.C(O[BH-](OC(=O)C)OC(=O)C)(=O)C.[Na+]. The product is [NH:1]1[C:9]2[C:4](=[CH:5][C:6]([CH2:10][CH:11]([NH:20][C:21]([N:23]3[CH2:24][CH2:25][CH:26]([N:29]4[CH2:38][C:37]5[C:32](=[CH:33][CH:34]=[CH:35][CH:36]=5)[NH:31][C:30]4=[O:39])[CH2:27][CH2:28]3)=[O:22])[C:12]([N:13]3[CH2:18][CH2:17][N:16]([CH2:40][CH:41]([CH3:42])[CH2:44][CH3:45])[CH2:15][CH2:14]3)=[O:19])=[CH:7][CH:8]=2)[CH:3]=[N:2]1. The yield is 0.500. The catalyst is CO.